Dataset: Reaction yield outcomes from USPTO patents with 853,638 reactions. Task: Predict the reaction yield, written as a fraction of the theoretical maximum amount of product (1.0 means a 100% yield; for example, 0.34 means a 34% yield). (1) The reactants are [Br:1][C:2]1[N:7]=[C:6]([NH:8][C:9]2[CH:13]=[C:12]([CH:14]3[CH2:16][CH2:15]3)[NH:11][N:10]=2)[C:5]([C:17]([O:19][CH2:20][CH3:21])=[O:18])=[CH:4][N:3]=1.[CH3:22][C:23](OC(C)=O)=[O:24]. The catalyst is C1COCC1.O. The product is [C:23]([N:11]1[C:12]([CH:14]2[CH2:15][CH2:16]2)=[CH:13][C:9]([NH:8][C:6]2[C:5]([C:17]([O:19][CH2:20][CH3:21])=[O:18])=[CH:4][N:3]=[C:2]([Br:1])[N:7]=2)=[N:10]1)(=[O:24])[CH3:22]. The yield is 0.830. (2) The reactants are [NH2:1][C:2]1[CH:7]=[CH:6][C:5]([CH2:8][C:9]([O:11][C:12]([CH3:15])([CH3:14])[CH3:13])=[O:10])=[CH:4][C:3]=1[CH3:16].[Cl:17][C:18]1[CH:23]=[CH:22][CH:21]=[CH:20][C:19]=1[N:24]=[C:25]=[O:26].CCN(CC)CC. The catalyst is C1COCC1. The product is [Cl:17][C:18]1[CH:23]=[CH:22][CH:21]=[CH:20][C:19]=1[NH:24][C:25](=[O:26])[NH:1][C:2]1[CH:7]=[CH:6][C:5]([CH2:8][C:9]([O:11][C:12]([CH3:13])([CH3:15])[CH3:14])=[O:10])=[CH:4][C:3]=1[CH3:16]. The yield is 0.930. (3) The reactants are [H-].[Na+].[CH:3]1([C:9]([OH:11])=[O:10])[CH2:8][CH2:7][CH2:6][CH2:5][CH2:4]1.C([NH-])(C)C.[Li+].Br[CH2:18][CH:19]([CH2:22][CH3:23])[CH2:20][CH3:21].Cl. The catalyst is O1CCCC1.O.C1CCCCC1. The product is [CH2:20]([CH:19]([CH2:22][CH3:23])[CH2:18][C:3]1([C:9]([OH:11])=[O:10])[CH2:8][CH2:7][CH2:6][CH2:5][CH2:4]1)[CH3:21]. The yield is 0.640.